The task is: Predict the product of the given reaction.. This data is from Forward reaction prediction with 1.9M reactions from USPTO patents (1976-2016). (1) Given the reactants [CH:1]1([C:4]2[NH:8][N:7]=[C:6]([NH2:9])[N:5]=2)[CH2:3][CH2:2]1.[F:10][C:11]1[CH:16]=[CH:15][C:14]([CH:17]([C:23](OCC)=[O:24])[C:18](OCC)=[O:19])=[CH:13][CH:12]=1.C(N(CCCC)CCCC)CCC, predict the reaction product. The product is: [CH:1]1([C:4]2[N:5]=[C:6]3[N:9]=[C:23]([OH:24])[C:17]([C:14]4[CH:15]=[CH:16][C:11]([F:10])=[CH:12][CH:13]=4)=[C:18]([OH:19])[N:7]3[N:8]=2)[CH2:3][CH2:2]1. (2) Given the reactants F[C:2]1[CH:9]=[CH:8][C:7]([CH:10]=[O:11])=[CH:6][C:3]=1[C:4]#[N:5].[F:12][C:13]([F:22])([F:21])[C:14]1[CH:19]=[C:18]([OH:20])[CH:17]=[CH:16][N:15]=1, predict the reaction product. The product is: [CH:10]([C:7]1[CH:8]=[CH:9][C:2]([O:20][C:18]2[CH:17]=[CH:16][N:15]=[C:14]([C:13]([F:22])([F:12])[F:21])[CH:19]=2)=[C:3]([CH:6]=1)[C:4]#[N:5])=[O:11].